This data is from Catalyst prediction with 721,799 reactions and 888 catalyst types from USPTO. The task is: Predict which catalyst facilitates the given reaction. (1) Reactant: [F:1][C:2]([F:13])([F:12])[C:3]1[CH:4]=[CH:5][C:6]2[S:10][CH2:9][NH:8][C:7]=2[CH:11]=1.C(N(CC)CC)C.[C:21]([C:23]1[CH:24]=[C:25]([CH:29]=[C:30]([C:34]([F:37])([F:36])[F:35])[C:31]=1[O:32][CH3:33])[C:26](Cl)=[O:27])#[N:22].O. Product: [C:21]([C:23]1[CH:24]=[C:25]([CH:29]=[C:30]([C:34]([F:35])([F:37])[F:36])[C:31]=1[O:32][CH3:33])[C:26]([N:8]1[C:7]2[CH:11]=[C:3]([C:2]([F:1])([F:12])[F:13])[CH:4]=[CH:5][C:6]=2[S:10][CH2:9]1)=[O:27])#[N:22]. The catalyst class is: 4. (2) Reactant: [F:1][C:2]1[CH:38]=[CH:37][CH:36]=[CH:35][C:3]=1[CH2:4][N:5]1[C:10](=[O:11])[CH:9]=[CH:8][C:7]([CH2:12][C:13]2[C:21]3[C:16](=[CH:17][CH:18]=[CH:19][CH:20]=3)[N:15]([CH2:22][C:23]([O:25]CC3C=CC=CC=3F)=[O:24])[C:14]=2[CH3:34])=[N:6]1.[OH-].[Na+].Cl. Product: [F:1][C:2]1[CH:38]=[CH:37][CH:36]=[CH:35][C:3]=1[CH2:4][N:5]1[C:10](=[O:11])[CH:9]=[CH:8][C:7]([CH2:12][C:13]2[C:21]3[C:16](=[CH:17][CH:18]=[CH:19][CH:20]=3)[N:15]([CH2:22][C:23]([OH:25])=[O:24])[C:14]=2[CH3:34])=[N:6]1. The catalyst class is: 5. (3) Reactant: [N:1]1([CH2:6][C:7]2[CH:12]=[CH:11][CH:10]=[C:9]([NH:13]C(OC(C)(C)C)=O)[CH:8]=2)[CH:5]=[CH:4][N:3]=[CH:2]1.OS(O)(=O)=O.[CH3:26]O. Product: [NH2:13][C:9]1[CH:8]=[C:7]([CH2:6][N:1]2[CH:5]=[C:4]([CH3:26])[N:3]=[CH:2]2)[CH:12]=[CH:11][CH:10]=1. The catalyst class is: 12.